This data is from Forward reaction prediction with 1.9M reactions from USPTO patents (1976-2016). The task is: Predict the product of the given reaction. (1) Given the reactants [OH:1][CH:2]1[CH2:7][CH2:6][N:5]([C:8]([O:10][C:11]([CH3:14])([CH3:13])[CH3:12])=[O:9])[CH2:4][CH2:3]1.Cl[CH2:16][C:17]([N:19]1[CH2:24][CH2:23][O:22][CH2:21][CH2:20]1)=[O:18].[OH-].[Na+].CCCC(C)C, predict the reaction product. The product is: [O:22]1[CH2:23][CH2:24][N:19]([C:17](=[O:18])[CH2:16][O:1][CH:2]2[CH2:3][CH2:4][N:5]([C:8]([O:10][C:11]([CH3:14])([CH3:13])[CH3:12])=[O:9])[CH2:6][CH2:7]2)[CH2:20][CH2:21]1. (2) Given the reactants [F:1][C:2]1[C:7]([CH3:8])=[CH:6][C:5]([NH:9][CH:10]2[CH2:15][CH2:14][N:13]([C:16]([O:18][C:19]([CH3:22])([CH3:21])[CH3:20])=[O:17])[CH2:12][CH2:11]2)=[C:4]([N+:23]([O-])=O)[CH:3]=1.O.NN, predict the reaction product. The product is: [NH2:23][C:4]1[CH:3]=[C:2]([F:1])[C:7]([CH3:8])=[CH:6][C:5]=1[NH:9][CH:10]1[CH2:11][CH2:12][N:13]([C:16]([O:18][C:19]([CH3:22])([CH3:21])[CH3:20])=[O:17])[CH2:14][CH2:15]1. (3) Given the reactants [H-].[Na+].[Br:3][C:4]1[CH:5]=[CH:6][C:7]2[NH:12][C:11](=[O:13])[O:10][CH2:9][C:8]=2[CH:14]=1.Cl[CH2:16][O:17][CH2:18][CH2:19][Si:20]([CH3:23])([CH3:22])[CH3:21], predict the reaction product. The product is: [Br:3][C:4]1[CH:5]=[CH:6][C:7]2[N:12]([CH2:16][O:17][CH2:18][CH2:19][Si:20]([CH3:23])([CH3:22])[CH3:21])[C:11](=[O:13])[O:10][CH2:9][C:8]=2[CH:14]=1. (4) Given the reactants [C@H:1]1([NH:11][C:12]([C@@H:14]2[CH2:18][CH2:17][CH2:16][C@H:15]2[C:19](O)=[O:20])=[O:13])[C:10]2[C:5](=[CH:6][CH:7]=[CH:8][CH:9]=2)[CH2:4][CH2:3][CH2:2]1.CN(C(ON1N=NC2C=CC=NC1=2)=[N+](C)C)C.F[P-](F)(F)(F)(F)F.CCN(C(C)C)C(C)C.[C:55]([O:59][C:60]([N:62]([CH3:88])[C@@H:63]([CH3:87])[C:64]([NH:66][NH:67][CH2:68][C:69]1[CH:86]=[CH:85][C:72]([O:73][CH2:74][C:75]2[CH:84]=[CH:83][C:78]([C:79]([O:81][CH3:82])=[O:80])=[CH:77][CH:76]=2)=[CH:71][CH:70]=1)=[O:65])=[O:61])([CH3:58])([CH3:57])[CH3:56], predict the reaction product. The product is: [C:55]([O:59][C:60]([N:62]([CH3:88])[C@@H:63]([CH3:87])[C:64]([NH:66][N:67]([CH2:68][C:69]1[CH:70]=[CH:71][C:72]([O:73][CH2:74][C:75]2[CH:76]=[CH:77][C:78]([C:79]([O:81][CH3:82])=[O:80])=[CH:83][CH:84]=2)=[CH:85][CH:86]=1)[C:19]([C@@H:15]1[CH2:16][CH2:17][CH2:18][C@H:14]1[C:12](=[O:13])[NH:11][C@H:1]1[C:10]2[C:5](=[CH:6][CH:7]=[CH:8][CH:9]=2)[CH2:4][CH2:3][CH2:2]1)=[O:20])=[O:65])=[O:61])([CH3:57])([CH3:58])[CH3:56]. (5) Given the reactants C(N(CC)C(C)C)(C)C.Cl.[NH2:11][CH:12]([C:38]1[CH:43]=[CH:42][CH:41]=[C:40]([C:44]([F:47])([F:46])[F:45])[CH:39]=1)[CH2:13][NH:14][C:15](=[O:37])[CH2:16][N:17]1[C:21](=[O:22])[N:20]([CH2:23][C@H:24]([OH:29])[C:25]([F:28])([F:27])[F:26])[C:19]([C:30]2[CH:35]=[CH:34][C:33]([Cl:36])=[CH:32][CH:31]=2)=[N:18]1.[CH:48](OC1C=CC([N+]([O-])=O)=CC=1)=[O:49].[OH-].[Li+], predict the reaction product. The product is: [Cl:36][C:33]1[CH:32]=[CH:31][C:30]([C:19]2[N:20]([CH2:23][C@H:24]([OH:29])[C:25]([F:28])([F:27])[F:26])[C:21](=[O:22])[N:17]([CH2:16][C:15]([NH:14][CH2:13][CH:12]([NH:11][CH:48]=[O:49])[C:38]3[CH:43]=[CH:42][CH:41]=[C:40]([C:44]([F:47])([F:46])[F:45])[CH:39]=3)=[O:37])[N:18]=2)=[CH:35][CH:34]=1. (6) Given the reactants [CH2:1]([N:8]1[CH2:12][CH2:11][N:10]([C:13]([O:15]C(C)(C)C)=O)[CH2:9]1)[C:2]1[CH:7]=[CH:6][CH:5]=[CH:4][CH:3]=1.[Cl:20][C:21]1[CH:22]=[C:23]2[C:27](=[CH:28][CH:29]=1)[NH:26][CH:25]=[C:24]2[CH2:30][CH2:31]C(O)=O.CN(C(ON1N=NC2C=CC=NC1=2)=[N+](C)C)C.F[P-](F)(F)(F)(F)F.C(N(CC)C(C)C)(C)C, predict the reaction product. The product is: [CH2:1]([N:8]1[CH2:12][CH2:11][N:10]([C:13](=[O:15])[CH2:31][CH2:30][C:24]2[C:23]3[C:27](=[CH:28][CH:29]=[C:21]([Cl:20])[CH:22]=3)[NH:26][CH:25]=2)[CH2:9]1)[C:2]1[CH:3]=[CH:4][CH:5]=[CH:6][CH:7]=1. (7) Given the reactants C[O:2][C:3]([C:5]1[N:9]=[CH:8][N:7]([CH2:10][C:11]2[CH:16]=[CH:15][C:14]([C:17]3[O:21][N:20]=[C:19]([CH3:22])[C:18]=3[NH:23][C:24]([O:26][CH:27]([C:29]3[CH:34]=[CH:33][CH:32]=[CH:31][C:30]=3[Cl:35])[CH3:28])=[O:25])=[CH:13][CH:12]=2)[N:6]=1)=[O:4].[OH-].[Li+].C1COCC1, predict the reaction product. The product is: [Cl:35][C:30]1[CH:31]=[CH:32][CH:33]=[CH:34][C:29]=1[CH:27]([O:26][C:24]([NH:23][C:18]1[C:19]([CH3:22])=[N:20][O:21][C:17]=1[C:14]1[CH:15]=[CH:16][C:11]([CH2:10][N:7]2[CH:8]=[N:9][C:5]([C:3]([OH:4])=[O:2])=[N:6]2)=[CH:12][CH:13]=1)=[O:25])[CH3:28]. (8) Given the reactants [O:1]=[C:2]1[CH:9]2[CH2:10][C:5]3([C:12]([OH:14])=[O:13])[CH2:6][CH:7]([CH2:11][CH:3]1[CH2:4]3)[CH2:8]2.C(N1C=CN=C1)(N1C=CN=C1)=O.[Na:27].[F:28][C:29]([F:36])([S:32]([OH:35])(=[O:34])=[O:33])[CH2:30]O, predict the reaction product. The product is: [Na:27].[O:1]=[C:2]1[CH:9]2[CH2:10][C:5]3([C:12]([O:14][CH2:30][C:29]([F:36])([F:28])[S:32]([OH:35])(=[O:34])=[O:33])=[O:13])[CH2:6][CH:7]([CH2:11][CH:3]1[CH2:4]3)[CH2:8]2. (9) The product is: [F:11][C:12]1[CH:13]=[C:14]([CH:17]=[CH:18][C:19]=1[F:20])[CH2:15][N:3]1[C:4]2[CH:10]=[CH:9][CH:8]=[CH:7][C:5]=2[N:6]([CH2:15][C:14]2[CH:17]=[CH:18][C:19]([F:20])=[C:12]([F:11])[CH:13]=2)[C:2]1=[NH:1]. Given the reactants [NH2:1][C:2]1[NH:3][C:4]2[CH:10]=[CH:9][CH:8]=[CH:7][C:5]=2[N:6]=1.[F:11][C:12]1[CH:13]=[C:14]([CH:17]=[CH:18][C:19]=1[F:20])[CH2:15]Br, predict the reaction product.